This data is from Peptide-MHC class I binding affinity with 185,985 pairs from IEDB/IMGT. The task is: Regression. Given a peptide amino acid sequence and an MHC pseudo amino acid sequence, predict their binding affinity value. This is MHC class I binding data. (1) The peptide sequence is HIVCSKTVK. The MHC is HLA-A31:01 with pseudo-sequence HLA-A31:01. The binding affinity (normalized) is 0.405. (2) The peptide sequence is MYLRFAERL. The MHC is HLA-A23:01 with pseudo-sequence HLA-A23:01. The binding affinity (normalized) is 1.00. (3) The peptide sequence is YDTRCFDSTV. The MHC is Patr-B2401 with pseudo-sequence Patr-B2401. The binding affinity (normalized) is 0.604. (4) The peptide sequence is CHEGINPN. The MHC is H-2-Kb with pseudo-sequence H-2-Kb. The binding affinity (normalized) is 0.0367. (5) The peptide sequence is KAGQYVTIW. The MHC is HLA-B45:01 with pseudo-sequence HLA-B45:01. The binding affinity (normalized) is 0.0381. (6) The peptide sequence is KRFNITVSK. The MHC is HLA-B08:03 with pseudo-sequence HLA-B08:03. The binding affinity (normalized) is 0.0847. (7) The peptide sequence is QTNITMSA. The MHC is Mamu-B03 with pseudo-sequence Mamu-B03. The binding affinity (normalized) is 0. (8) The peptide sequence is LLYFVCLGV. The MHC is HLA-A02:01 with pseudo-sequence HLA-A02:01. The binding affinity (normalized) is 0.782. (9) The peptide sequence is VEIKTGFKL. The MHC is HLA-A02:01 with pseudo-sequence HLA-A02:01. The binding affinity (normalized) is 0.0847. (10) The binding affinity (normalized) is 0.942. The MHC is HLA-B07:02 with pseudo-sequence HLA-B07:02. The peptide sequence is SPGTSGSPI.